This data is from Reaction yield outcomes from USPTO patents with 853,638 reactions. The task is: Predict the reaction yield, written as a fraction of the theoretical maximum amount of product (1.0 means a 100% yield; for example, 0.34 means a 34% yield). (1) The reactants are [CH3:1][C:2]([C:4]1[CH:9]=[CH:8][C:7]([OH:10])=[C:6]([O:11][CH3:12])[CH:5]=1)=[O:3].[CH2:13](Br)[C:14]1[CH:19]=[CH:18][CH:17]=[CH:16][CH:15]=1.C(=O)([O-])[O-].[K+].[K+]. The catalyst is CN(C=O)C. The product is [CH2:13]([O:10][C:7]1[CH:8]=[CH:9][C:4]([C:2](=[O:3])[CH3:1])=[CH:5][C:6]=1[O:11][CH3:12])[C:14]1[CH:19]=[CH:18][CH:17]=[CH:16][CH:15]=1. The yield is 0.990. (2) The reactants are C(Cl)Cl.BrCC1C=CC(OC)=CC=1CBr.O=C(CC(OCC)=O)CC(OCC)=O.[Cl-].[NH4+].C(OC([CH:37]1[C:43](=[O:44])[CH:42](C(OCC)=O)[CH2:41][C:40]2[CH:50]=[C:51]([O:54][CH3:55])[CH:52]=[CH:53][C:39]=2[CH2:38]1)=O)C.[CH3:55][O:54][C:51]1[CH:52]=[CH:53][C:39]2[CH2:38][CH2:37][C:43](=[O:44])[CH2:42][CH2:41][C:40]=2[CH:50]=1.[OH-].[K+]. The catalyst is [I-].C([N+](CCCC)(CCCC)CCCC)CCC.C(=O)(O)[O-].[Na+].O.C(O)C. The product is [CH3:55][O:54][C:51]1[CH:52]=[CH:53][C:39]2[CH2:38][CH2:37][C:43](=[O:44])[CH2:42][CH2:41][C:40]=2[CH:50]=1. The yield is 0.580. (3) The reactants are [O:1]=[C:2]1[CH2:8][CH2:7][CH2:6][CH2:5][CH2:4][N:3]1[C:9]1[CH:10]=[C:11]2[C:15](=[CH:16][CH:17]=1)[N:14](C(OC(C)(C)C)=O)[CH2:13][CH2:12]2.BrCCCCCC(Cl)=O.Cl. The catalyst is O1CCOCC1. The product is [NH:14]1[C:15]2[C:11](=[CH:10][C:9]([N:3]3[CH2:4][CH2:5][CH2:6][CH2:7][CH2:8][C:2]3=[O:1])=[CH:17][CH:16]=2)[CH2:12][CH2:13]1. The yield is 1.00. (4) The reactants are [CH2:1]([O:8][C:9]([C:11]1[CH:20]=[C:19]([O:21][CH2:22][C:23]2[CH:28]=[CH:27][CH:26]=[CH:25][CH:24]=2)[C:18]2[C:13](=[C:14](Br)[CH:15]=[CH:16][CH:17]=2)[N:12]=1)=[O:10])[C:2]1[CH:7]=[CH:6][CH:5]=[CH:4][CH:3]=1.CN1CCNCC1.[NH:37]1[CH2:42][CH2:41][CH2:40][CH2:39][CH2:38]1. No catalyst specified. The product is [CH2:1]([O:8][C:9]([C:11]1[CH:20]=[C:19]([O:21][CH2:22][C:23]2[CH:28]=[CH:27][CH:26]=[CH:25][CH:24]=2)[C:18]2[C:13](=[C:14]([N:37]3[CH2:42][CH2:41][CH2:40][CH2:39][CH2:38]3)[CH:15]=[CH:16][CH:17]=2)[N:12]=1)=[O:10])[C:2]1[CH:7]=[CH:6][CH:5]=[CH:4][CH:3]=1. The yield is 0.670. (5) The reactants are Br[CH2:2][C:3]([C:5]1[CH:6]=[C:7]([CH:12]=[CH:13][C:14]=1[CH3:15])[C:8]([O:10][CH3:11])=[O:9])=O.[C:16]([O-:19])([O-])=O.[K+].[K+].Cl.OCC[CH2:26][C:27](=[NH:30])OC.C[N:32](C)C=O. No catalyst specified. The product is [OH:19][CH2:16][CH2:26][C:27]1[NH:30][C:3]([C:5]2[CH:6]=[C:7]([CH:12]=[CH:13][C:14]=2[CH3:15])[C:8]([O:10][CH3:11])=[O:9])=[CH:2][N:32]=1. The yield is 0.210. (6) The reactants are [OH:1][C:2]([C:27]1[CH:28]=[CH:29][C:30]([C:33]([O:35]C)=[O:34])=[N:31][CH:32]=1)([C:4]1[S:5][C:6]([C:9]2[CH:14]=[C:13]([NH:15][C:16]3[N:21]=[C:20]([C:22]([F:25])([F:24])[F:23])[CH:19]=[CH:18][N:17]=3)[CH:12]=[C:11]([CH3:26])[CH:10]=2)=[CH:7][N:8]=1)[CH3:3].[OH-].[Na+].Cl. The catalyst is CO.O. The product is [OH:1][C:2]([C:27]1[CH:28]=[CH:29][C:30]([C:33]([OH:35])=[O:34])=[N:31][CH:32]=1)([C:4]1[S:5][C:6]([C:9]2[CH:14]=[C:13]([NH:15][C:16]3[N:21]=[C:20]([C:22]([F:25])([F:24])[F:23])[CH:19]=[CH:18][N:17]=3)[CH:12]=[C:11]([CH3:26])[CH:10]=2)=[CH:7][N:8]=1)[CH3:3]. The yield is 0.920.